This data is from Forward reaction prediction with 1.9M reactions from USPTO patents (1976-2016). The task is: Predict the product of the given reaction. (1) Given the reactants Br[C:2]1[CH:11]=[CH:10][C:5]([C:6]([O:8][CH3:9])=[O:7])=[CH:4][C:3]=1[O:12][CH2:13][CH3:14].CC1(C)C(C)(C)OB([C:23]2[CH:24]=[N:25][N:26](C(OC(C)(C)C)=O)[CH:27]=2)O1.[O-]P([O-])([O-])=O.[K+].[K+].[K+], predict the reaction product. The product is: [CH2:13]([O:12][C:3]1[CH:4]=[C:5]([CH:10]=[CH:11][C:2]=1[C:23]1[CH:24]=[N:25][NH:26][CH:27]=1)[C:6]([O:8][CH3:9])=[O:7])[CH3:14]. (2) Given the reactants [Cl:1][C:2]1[CH:9]=[CH:8][CH:7]=[CH:6][C:3]=1[CH:4]=[O:5].[CH3:10][C:11]1[CH:12]=[C:13]([CH:15]=[CH:16][C:17]=1[CH3:18])[NH2:14], predict the reaction product. The product is: [NH2:14][C:13]1[CH:12]=[C:11]([CH3:10])[C:17]([CH3:18])=[CH:16][C:15]=1[C:4]([C:3]1[CH:6]=[CH:7][CH:8]=[CH:9][C:2]=1[Cl:1])=[O:5]. (3) Given the reactants [H-].[Na+].[Cl:3][C:4]1[NH:8][C:7]2[CH:9]=[CH:10][CH:11]=[CH:12][C:6]=2[N:5]=1.Cl[CH2:14][O:15][CH2:16][CH2:17][Si:18]([CH3:21])([CH3:20])[CH3:19], predict the reaction product. The product is: [Cl:3][C:4]1[N:8]([CH2:14][O:15][CH2:16][CH2:17][Si:18]([CH3:21])([CH3:20])[CH3:19])[C:7]2[CH:9]=[CH:10][CH:11]=[CH:12][C:6]=2[N:5]=1. (4) The product is: [C:18]([O:22][C:23]([N:25]1[C:34]2[C:29](=[CH:30][CH:31]=[C:32]([CH2:35][CH2:36][O:37][C:38]3[CH:39]=[C:40]4[C:44](=[CH:45][CH:46]=3)[N:43]([C:6]([C:7]3[CH:16]=[CH:15][C:14]5[C:9](=[CH:10][CH:11]=[CH:12][CH:13]=5)[CH:8]=3)=[CH:5][C:4]([O:3][CH2:1][CH3:2])=[O:17])[CH:42]=[CH:41]4)[N:33]=2)[CH2:28][CH2:27][CH2:26]1)=[O:24])([CH3:21])([CH3:19])[CH3:20]. Given the reactants [CH2:1]([O:3][C:4](=[O:17])[C:5]#[C:6][C:7]1[CH:16]=[CH:15][C:14]2[C:9](=[CH:10][CH:11]=[CH:12][CH:13]=2)[CH:8]=1)[CH3:2].[C:18]([O:22][C:23]([N:25]1[C:34]2[C:29](=[CH:30][CH:31]=[C:32]([CH2:35][CH2:36][O:37][C:38]3[CH:39]=[C:40]4[C:44](=[CH:45][CH:46]=3)[NH:43][CH:42]=[CH:41]4)[N:33]=2)[CH2:28][CH2:27][CH2:26]1)=[O:24])([CH3:21])([CH3:20])[CH3:19], predict the reaction product. (5) Given the reactants CO[CH:3](O)[CH2:4][N:5]1[C:14]2[C:9](=[N:10][CH:11]=[C:12]([F:15])[CH:13]=2)[CH:8]=[CH:7][C:6]1=[O:16].CC([N:22]([C@@H:26]1[CH2:31][CH2:30][NH:29][CH2:28][C@@H:27]1[OH:32])[C:23](=[O:25])[O-:24])(C)C.OCC[CH2:36][C:37]1[C:42](=O)N(CC2C=CC(OC)=CC=2)NC(=O)[CH:38]=1.C(O[BH-](OC(=O)C)OC(=O)C)(=O)C.[Na+], predict the reaction product. The product is: [F:15][C:12]1[CH:13]=[C:14]2[C:9]([CH:8]=[CH:7][C:6](=[O:16])[N:5]2[CH2:4][CH2:3][N:29]2[CH2:30][CH2:31][C@@H:26]([NH:22][C:23](=[O:25])[O:24][C:37]([CH3:42])([CH3:38])[CH3:36])[C@@H:27]([OH:32])[CH2:28]2)=[N:10][CH:11]=1. (6) Given the reactants [Cl:1][C:2]1[CH:3]=[C:4]([NH:9][CH2:10][C:11]([OH:13])=O)[CH:5]=[C:6]([Cl:8])[CH:7]=1.C1C=CC2N(O)N=NC=2C=1.Cl.CCN(C(C)C)C(C)C.[F:34][C:35]([F:50])([F:49])[C:36]([NH:38][CH:39]1[C:48]2[C:43](=[CH:44][CH:45]=[CH:46][CH:47]=2)[CH2:42][NH:41][CH2:40]1)=[O:37], predict the reaction product. The product is: [Cl:8][C:6]1[CH:5]=[C:4]([NH:9][CH2:10][C:11]([N:41]2[CH2:40][CH:39]([NH:38][C:36](=[O:37])[C:35]([F:50])([F:34])[F:49])[C:48]3[C:43](=[CH:44][CH:45]=[CH:46][CH:47]=3)[CH2:42]2)=[O:13])[CH:3]=[C:2]([Cl:1])[CH:7]=1. (7) Given the reactants [CH:1]1([C:7]2[CH:8]=[CH:9][C:10]3[N:11]([C:13]([C:17]4[S:18][C:19]([C:28]([NH2:30])=O)=[C:20]([C:22]5[CH:27]=[CH:26][CH:25]=[CH:24][CH:23]=5)[N:21]=4)=[C:14]([CH3:16])[N:15]=3)[CH:12]=2)[CH2:6][CH2:5][CH2:4][CH2:3][CH2:2]1.O.[NH2:32]N.COC(OC)[N:37]([CH3:39])C, predict the reaction product. The product is: [CH:1]1([C:7]2[CH:8]=[CH:9][C:10]3[N:11]([C:13]([C:17]4[S:18][C:19]([C:28]5[N:30]=[CH:39][NH:37][N:32]=5)=[C:20]([C:22]5[CH:27]=[CH:26][CH:25]=[CH:24][CH:23]=5)[N:21]=4)=[C:14]([CH3:16])[N:15]=3)[CH:12]=2)[CH2:6][CH2:5][CH2:4][CH2:3][CH2:2]1.